This data is from Reaction yield outcomes from USPTO patents with 853,638 reactions. The task is: Predict the reaction yield, written as a fraction of the theoretical maximum amount of product (1.0 means a 100% yield; for example, 0.34 means a 34% yield). The reactants are [CH3:1][O:2][C:3](=[O:25])[CH2:4][CH2:5][CH2:6][O:7][C:8]1[CH:13]=[CH:12][C:11]([CH2:14][C:15]([O:17]CC2C=CC=CC=2)=[O:16])=[CH:10][CH:9]=1. The catalyst is CCOC(C)=O.[Pd].[C]. The product is [CH3:1][O:2][C:3](=[O:25])[CH2:4][CH2:5][CH2:6][O:7][C:8]1[CH:13]=[CH:12][C:11]([CH2:14][C:15]([OH:17])=[O:16])=[CH:10][CH:9]=1. The yield is 1.00.